From a dataset of Forward reaction prediction with 1.9M reactions from USPTO patents (1976-2016). Predict the product of the given reaction. (1) Given the reactants [H-].[Na+].[CH2:3]([OH:6])[CH2:4][OH:5].[CH3:7][C:8]([Si:11](Cl)([CH3:13])[CH3:12])([CH3:10])[CH3:9], predict the reaction product. The product is: [Si:11]([O:5][CH2:4][CH2:3][OH:6])([C:8]([CH3:10])([CH3:9])[CH3:7])([CH3:13])[CH3:12]. (2) Given the reactants [Si]([O:8][C@H:9]([C:23]1[CH:32]=[CH:31][C:30]([OH:33])=[C:29]2[C:24]=1[CH:25]=[CH:26][C:27](=[O:34])[NH:28]2)[CH2:10][NH:11][CH:12]1[CH2:17][CH2:16][N:15]([CH2:18][CH2:19][C:20]([OH:22])=O)[CH2:14][CH2:13]1)(C(C)(C)C)(C)C.CN(C(ON1N=NC2C=CC=NC1=2)=[N+](C)C)C.F[P-](F)(F)(F)(F)F.C(N(CC)CC)C.[CH2:66]([NH:73][CH2:74][C:75]1[CH:80]=[CH:79][CH:78]=[CH:77][CH:76]=1)[C:67]1[CH:72]=[CH:71][CH:70]=[CH:69][CH:68]=1, predict the reaction product. The product is: [CH2:74]([N:73]([CH2:66][C:67]1[CH:72]=[CH:71][CH:70]=[CH:69][CH:68]=1)[C:20](=[O:22])[CH2:19][CH2:18][N:15]1[CH2:14][CH2:13][CH:12]([NH:11][CH2:10][C@H:9]([OH:8])[C:23]2[CH:32]=[CH:31][C:30]([OH:33])=[C:29]3[C:24]=2[CH:25]=[CH:26][C:27](=[O:34])[NH:28]3)[CH2:17][CH2:16]1)[C:75]1[CH:80]=[CH:79][CH:78]=[CH:77][CH:76]=1. (3) Given the reactants Br[C:2]1[CH:7]=[C:6]([C:8](=[O:17])[CH2:9][C:10]2[CH:15]=[CH:14][CH:13]=[C:12]([CH3:16])[N:11]=2)[CH:5]=[CH:4][N:3]=1.[CH:18]([C:20]1[CH:25]=[CH:24][C:23](B(O)O)=[CH:22][CH:21]=1)=[O:19], predict the reaction product. The product is: [CH3:16][C:12]1[N:11]=[C:10]([CH2:9][C:8]([C:6]2[CH:5]=[CH:4][N:3]=[C:2]([C:23]3[CH:24]=[CH:25][C:20]([CH:18]=[O:19])=[CH:21][CH:22]=3)[CH:7]=2)=[O:17])[CH:15]=[CH:14][CH:13]=1. (4) Given the reactants [CH:1]1([C:4]2[N:8]([CH:9]3[CH2:12][CH:11]([CH2:13][CH:14]([CH3:16])[CH3:15])[CH2:10]3)[N:7]=[N:6][C:5]=2[CH:17]([CH2:26][CH2:27][OH:28])[CH2:18][C:19]([O:21][C:22]([CH3:25])([CH3:24])[CH3:23])=[O:20])[CH2:3][CH2:2]1.C(Cl)(Cl)Cl.CC(OI1(OC(C)=O)(OC(C)=O)OC(=O)C2C=CC=CC1=2)=O.C(=O)(O)[O-].[Na+], predict the reaction product. The product is: [CH:1]1([C:4]2[N:8]([CH:9]3[CH2:10][CH:11]([CH2:13][CH:14]([CH3:16])[CH3:15])[CH2:12]3)[N:7]=[N:6][C:5]=2[CH:17]([CH2:26][CH:27]=[O:28])[CH2:18][C:19]([O:21][C:22]([CH3:24])([CH3:23])[CH3:25])=[O:20])[CH2:2][CH2:3]1. (5) Given the reactants Cl.[CH3:2][C:3]1[CH:11]=[CH:10][C:9]2[C@@H:8]([NH2:12])[CH2:7][CH2:6][C:5]=2[N:4]=1.[CH:13]1([C:16]2[C:24]3[C:19](=[N:20][C:21]([O:28][CH2:29][C:30](O)=[O:31])=[CH:22][C:23]=3[CH:25]([F:27])[F:26])[N:18]([CH3:33])[N:17]=2)[CH2:15][CH2:14]1.CCN(C(C)C)C(C)C.CN(C(ON1N=NC2C=CC=NC1=2)=[N+](C)C)C.F[P-](F)(F)(F)(F)F, predict the reaction product. The product is: [CH:13]1([C:16]2[C:24]3[C:19](=[N:20][C:21]([O:28][CH2:29][C:30]([NH:12][C@@H:8]4[C:9]5[C:5](=[N:4][C:3]([CH3:2])=[CH:11][CH:10]=5)[CH2:6][CH2:7]4)=[O:31])=[CH:22][C:23]=3[CH:25]([F:26])[F:27])[N:18]([CH3:33])[N:17]=2)[CH2:14][CH2:15]1. (6) Given the reactants [C:1]([O:5][C:6]([NH:8][CH2:9][C:10]1[CH:11]=[CH:12][C:13]([F:19])=[C:14](B(O)O)[CH:15]=1)=[O:7])([CH3:4])([CH3:3])[CH3:2].Br[C:21]1[CH:22]=[N:23][C:24]([C:27]([F:30])([F:29])[F:28])=[N:25][CH:26]=1.C(=O)([O-])[O-].[K+].[K+].O, predict the reaction product. The product is: [C:1]([O:5][C:6](=[O:7])[NH:8][CH2:9][C:10]1[CH:11]=[CH:12][C:13]([F:19])=[C:14]([C:21]2[CH:22]=[N:23][C:24]([C:27]([F:30])([F:29])[F:28])=[N:25][CH:26]=2)[CH:15]=1)([CH3:4])([CH3:3])[CH3:2]. (7) Given the reactants [CH:1]1([CH2:4][O:5][C:6]2[CH:11]=[CH:10][C:9]([CH:12]([F:14])[F:13])=[CH:8][C:7]=2[C:15]2[C:16]3[NH:23][C:22]([CH3:24])=[C:21]([C:25]([OH:27])=O)[C:17]=3[N:18]=[CH:19][N:20]=2)[CH2:3][CH2:2]1.[NH2:28][C@@H:29]1[CH2:33][C@@H:32]([NH:34][C:35](=[O:41])[O:36][C:37]([CH3:40])([CH3:39])[CH3:38])[C@H:31]([F:42])[CH2:30]1, predict the reaction product. The product is: [CH:1]1([CH2:4][O:5][C:6]2[CH:11]=[CH:10][C:9]([CH:12]([F:14])[F:13])=[CH:8][C:7]=2[C:15]2[C:16]3[NH:23][C:22]([CH3:24])=[C:21]([C:25]([NH:28][C@H:29]4[CH2:33][C@H:32]([NH:34][C:35](=[O:41])[O:36][C:37]([CH3:38])([CH3:40])[CH3:39])[C@@H:31]([F:42])[CH2:30]4)=[O:27])[C:17]=3[N:18]=[CH:19][N:20]=2)[CH2:2][CH2:3]1.